Dataset: Peptide-MHC class II binding affinity with 134,281 pairs from IEDB. Task: Regression. Given a peptide amino acid sequence and an MHC pseudo amino acid sequence, predict their binding affinity value. This is MHC class II binding data. The peptide sequence is AFKVAATAANAAPIN. The MHC is DRB1_0701 with pseudo-sequence DRB1_0701. The binding affinity (normalized) is 0.866.